Dataset: Kir2.1 potassium channel HTS with 301,493 compounds. Task: Binary Classification. Given a drug SMILES string, predict its activity (active/inactive) in a high-throughput screening assay against a specified biological target. (1) The molecule is S(Cc1c(OC)ccc(c1)C(=O)C)c1n(c2ccccc2)cnn1. The result is 0 (inactive). (2) The molecule is S(c1n(CC(C)C)c2c(n1)cccc2)CC(=O)NC(=O)NCC. The result is 0 (inactive). (3) The molecule is Clc1cc(c(OC)cc1)C(=O)Nc1sc(nn1)COC. The result is 0 (inactive). (4) The compound is N(c1nc2c(n3c1nnc3)cccc2)(CC)CC. The result is 0 (inactive).